From a dataset of CYP1A2 inhibition data for predicting drug metabolism from PubChem BioAssay. Regression/Classification. Given a drug SMILES string, predict its absorption, distribution, metabolism, or excretion properties. Task type varies by dataset: regression for continuous measurements (e.g., permeability, clearance, half-life) or binary classification for categorical outcomes (e.g., BBB penetration, CYP inhibition). Dataset: cyp1a2_veith. The drug is Cn1ccnc1SCC(=O)Nc1sccc1C#N. The result is 1 (inhibitor).